From a dataset of Forward reaction prediction with 1.9M reactions from USPTO patents (1976-2016). Predict the product of the given reaction. Given the reactants [CH2:1]([O:8][C:9]([NH:11][C:12]1[CH:20]=[CH:19][C:18]([OH:21])=[CH:17][C:13]=1[C:14]([OH:16])=[O:15])=[O:10])[C:2]1[CH:7]=[CH:6][CH:5]=[CH:4][CH:3]=1.[C:22](OC(=O)C)(=[O:24])[CH3:23], predict the reaction product. The product is: [C:22]([O:21][C:18]1[CH:19]=[CH:20][C:12]([NH:11][C:9]([O:8][CH2:1][C:2]2[CH:3]=[CH:4][CH:5]=[CH:6][CH:7]=2)=[O:10])=[C:13]([CH:17]=1)[C:14]([OH:16])=[O:15])(=[O:24])[CH3:23].